Dataset: Catalyst prediction with 721,799 reactions and 888 catalyst types from USPTO. Task: Predict which catalyst facilitates the given reaction. The catalyst class is: 18. Product: [N:26]1[N:30]2[CH2:31][CH2:32][CH2:33][N:34]([C:19]([O:13][CH2:12][C:4]3[CH:5]=[C:6]([C:8]([F:10])([F:11])[F:9])[CH:7]=[C:2]([Cl:1])[CH:3]=3)=[O:20])[CH2:35][C:29]2=[CH:28][C:27]=1[C:36]([O:38][CH2:39][CH3:40])=[O:37]. Reactant: [Cl:1][C:2]1[CH:3]=[C:4]([CH2:12][OH:13])[CH:5]=[C:6]([C:8]([F:11])([F:10])[F:9])[CH:7]=1.C1N=CN([C:19](N2C=NC=C2)=[O:20])C=1.[N:26]1[N:30]2[CH2:31][CH2:32][CH2:33][NH:34][CH2:35][C:29]2=[CH:28][C:27]=1[C:36]([O:38][CH2:39][CH3:40])=[O:37].